From a dataset of Reaction yield outcomes from USPTO patents with 853,638 reactions. Predict the reaction yield, written as a fraction of the theoretical maximum amount of product (1.0 means a 100% yield; for example, 0.34 means a 34% yield). (1) The reactants are [C:1]([O:5][CH3:6])(=[O:4])[CH:2]=[CH2:3].[C:7]([C:9]1[CH:23]=[C:22](I)[C:12]2[N:13]([C:16]3[CH:21]=[CH:20][CH:19]=[CH:18][CH:17]=3)[CH:14]=[N:15][C:11]=2[CH:10]=1)#[N:8].C(N(CC)CC)C. The catalyst is C1(C)C=CC=CC=1P(C1C=CC=CC=1C)C1C=CC=CC=1C.C(#N)C. The product is [CH3:6][O:5][C:1](=[O:4])[CH:2]=[CH:3][C:22]1[C:12]2[N:13]([C:16]3[CH:21]=[CH:20][CH:19]=[CH:18][CH:17]=3)[CH:14]=[N:15][C:11]=2[CH:10]=[C:9]([C:7]#[N:8])[CH:23]=1. The yield is 0.830. (2) The reactants are [CH2:1]([O:8][C:9]1[CH:10]=[N:11][CH:12]=[C:13]([CH:18]=1)[C:14]([O:16]C)=[O:15])[C:2]1[CH:7]=[CH:6][CH:5]=[CH:4][CH:3]=1.[OH-].[Na+]. The catalyst is O1CCCC1.CO. The product is [CH2:1]([O:8][C:9]1[CH:10]=[N:11][CH:12]=[C:13]([CH:18]=1)[C:14]([OH:16])=[O:15])[C:2]1[CH:3]=[CH:4][CH:5]=[CH:6][CH:7]=1. The yield is 1.00. (3) The reactants are [Cl:1][C:2]1[CH:3]=[C:4]([OH:9])[CH:5]=[CH:6][C:7]=1[Cl:8].F[C:11]1[CH:21]=[CH:20][C:14]([C:15]([O:17][CH2:18][CH3:19])=[O:16])=[CH:13][CH:12]=1.C([O-])([O-])=O.[Cs+].[Cs+]. The catalyst is CN(C=O)C. The product is [Cl:1][C:2]1[CH:3]=[C:4]([CH:5]=[CH:6][C:7]=1[Cl:8])[O:9][C:11]1[CH:21]=[CH:20][C:14]([C:15]([O:17][CH2:18][CH3:19])=[O:16])=[CH:13][CH:12]=1. The yield is 0.306. (4) The reactants are O[C:2]1([C:15]2[CH:16]=[N:17][CH:18]=[CH:19][CH:20]=2)[CH2:8][CH:7]2[CH2:9][CH:3]1[CH2:4][N:5](C(OCC)=O)[CH2:6]2.S(Cl)(Cl)=O.[OH-].[K+]. The catalyst is C(O)C. The product is [N:17]1[CH:18]=[CH:19][CH:20]=[C:15]([C:2]2[CH:3]3[CH2:9][CH:7]([CH:8]=2)[CH2:6][NH:5][CH2:4]3)[CH:16]=1. The yield is 0.470. (5) The reactants are [F:1][C:2]([F:26])([F:25])[C:3]1[CH:4]=[CH:5][C:6]2[C:10]([N:11]3[CH2:16][CH2:15][N:14]([CH2:17][C@@H:18]4[CH2:20][C@H:19]4[C:21]([OH:23])=O)[CH2:13][CH2:12]3)=[CH:9][S:8][C:7]=2[CH:24]=1.C(OC(C(=NOC(N(C)C)=[N+](C)C)C#N)=O)C.F[B-](F)(F)F.CN1CCOCC1.[CH3:56][C@H:57]1[CH2:62][CH2:61][C@H:60]([NH2:63])[CH2:59][CH2:58]1. The catalyst is CN(C=O)C. The product is [CH3:56][C@H:57]1[CH2:62][CH2:61][C@H:60]([NH:63][C:21]([C@@H:19]2[CH2:20][C@H:18]2[CH2:17][N:14]2[CH2:15][CH2:16][N:11]([C:10]3[C:6]4[CH:5]=[CH:4][C:3]([C:2]([F:1])([F:25])[F:26])=[CH:24][C:7]=4[S:8][CH:9]=3)[CH2:12][CH2:13]2)=[O:23])[CH2:59][CH2:58]1. The yield is 0.760.